This data is from Catalyst prediction with 721,799 reactions and 888 catalyst types from USPTO. The task is: Predict which catalyst facilitates the given reaction. (1) Reactant: O[C:2]1[C:3](=[O:23])[N:4]([C:14]2[CH:19]=[CH:18][C:17]([N+:20]([O-:22])=[O:21])=[CH:16][CH:15]=2)[CH2:5][CH2:6][C:7]=1[C:8](=[O:13])C(F)(F)F.Cl.[CH3:25][O:26][C:27]1[CH:32]=[CH:31][C:30]([NH:33][NH2:34])=[CH:29][CH:28]=1.C(N(CC)CC)C.Cl. Product: [OH:13][C:8]1[C:7]2[CH2:6][CH2:5][N:4]([C:14]3[CH:15]=[CH:16][C:17]([N+:20]([O-:22])=[O:21])=[CH:18][CH:19]=3)[C:3](=[O:23])[C:2]=2[N:33]([C:30]2[CH:31]=[CH:32][C:27]([O:26][CH3:25])=[CH:28][CH:29]=2)[N:34]=1. The catalyst class is: 1. (2) Reactant: C([O:3][C:4]([C:6]1[C:7]([CH3:19])=[N:8][N:9]([CH3:18])[C:10]=1[C:11]1[CH:16]=[CH:15][C:14]([Br:17])=[CH:13][CH:12]=1)=[O:5])C.[OH-].[Na+].Cl. Product: [Br:17][C:14]1[CH:13]=[CH:12][C:11]([C:10]2[N:9]([CH3:18])[N:8]=[C:7]([CH3:19])[C:6]=2[C:4]([OH:5])=[O:3])=[CH:16][CH:15]=1. The catalyst class is: 12. (3) Reactant: Br[C:2]1[CH:3]=[C:4]2[C:24]([C:25]([CH3:28])([CH3:27])[CH:26]=1)=[C:7]1[CH:8]=[C:9]3[C:22](=[CH:23][C:6]1=[CH:5]2)[C:21]1[C:16](=[CH:17][CH:18]=[CH:19][CH:20]=1)[C:15]1[C:10]3=[CH:11][CH:12]=[CH:13][CH:14]=1.[B:38]1([B:38]2[O:42][C:41]([CH3:44])([CH3:43])[C:40]([CH3:46])([CH3:45])[O:39]2)[O:42][C:41]([CH3:44])([CH3:43])[C:40]([CH3:46])([CH3:45])[O:39]1.C([O-])(=O)C.[K+]. Product: [CH3:27][C:25]1([CH3:28])[C:24]2[C:4]([CH:5]=[C:6]3[CH:23]=[C:22]4[C:9]([C:10]5[C:15]([C:16]6[C:21]4=[CH:20][CH:19]=[CH:18][CH:17]=6)=[CH:14][CH:13]=[CH:12][CH:11]=5)=[CH:8][C:7]3=2)=[CH:3][C:2]([B:38]2[O:39][C:40]([CH3:45])([CH3:46])[C:41]([CH3:43])([CH3:44])[O:42]2)=[CH:26]1. The catalyst class is: 203. (4) Reactant: [C:12]([O:11][C:9](O[C:9]([O:11][C:12]([CH3:15])([CH3:14])[CH3:13])=[O:10])=[O:10])([CH3:15])([CH3:14])[CH3:13].C([N:23]1[CH2:28][CH2:27][CH:26]([NH2:29])[CH2:25][CH2:24]1)C1C=CC=CC=1.O. Product: [NH:23]1[CH2:28][CH2:27][CH:26]([NH:29][C:9](=[O:10])[O:11][C:12]([CH3:13])([CH3:14])[CH3:15])[CH2:25][CH2:24]1. The catalyst class is: 236. (5) Reactant: [ClH:1].[C:2]([C@@:4]1([CH:26]2[CH2:28][CH2:27]2)[CH2:8][CH2:7][N:6]([C:9]2[CH:14]=[CH:13][N:12]=[C:11]([NH:15][C:16]3[CH:20]=[CH:19][N:18]([CH2:21][C:22]([OH:24])=O)[N:17]=3)[CH:10]=2)[C:5]1=[O:25])#[N:3].C([N:31]=C=NCCCN(C)C)C.[NH4+].ON1C2C=CC=CC=2N=N1.C(=O)(O)[O-].[Na+]. Product: [ClH:1].[C:2]([C@@:4]1([CH:26]2[CH2:27][CH2:28]2)[CH2:8][CH2:7][N:6]([C:9]2[CH:14]=[CH:13][N:12]=[C:11]([NH:15][C:16]3[CH:20]=[CH:19][N:18]([CH2:21][C:22]([NH2:31])=[O:24])[N:17]=3)[CH:10]=2)[C:5]1=[O:25])#[N:3]. The catalyst class is: 289. (6) Reactant: [B:10]1([B:10]2[O:14][C:13]([CH3:16])([CH3:15])[C:12]([CH3:18])([CH3:17])[O:11]2)[O:14][C:13]([CH3:16])([CH3:15])[C:12]([CH3:18])([CH3:17])[O:11]1.Br[C:20]1[CH:21]=[N:22][C:23]([N:26]2[CH2:31][CH2:30][CH:29]([O:32][C:33]3[CH:38]=[CH:37][CH:36]=[CH:35][C:34]=3[C:39]([F:42])([F:41])[F:40])[CH2:28][CH2:27]2)=[N:24][CH:25]=1.C([O-])(=O)C.[K+]. Product: [CH3:16][C:13]1([CH3:15])[C:12]([CH3:17])([CH3:18])[O:11][B:10]([C:20]2[CH:21]=[N:22][C:23]([N:26]3[CH2:27][CH2:28][CH:29]([O:32][C:33]4[CH:38]=[CH:37][CH:36]=[CH:35][C:34]=4[C:39]([F:40])([F:42])[F:41])[CH2:30][CH2:31]3)=[N:24][CH:25]=2)[O:14]1. The catalyst class is: 140. (7) Reactant: O[CH2:2][C:3]1[C:4](=[O:10])[NH:5][C:6]([CH3:9])=[CH:7][CH:8]=1.[H][H]. Product: [CH3:2][C:3]1[C:4](=[O:10])[NH:5][C:6]([CH3:9])=[CH:7][CH:8]=1. The catalyst class is: 285. (8) Reactant: [OH:1][C:2]1[CH:3]=[C:4]([N+:12]([O-:14])=[O:13])[C:5](C)=[C:6]([CH:10]=1)C(O)=O.[C:15](=O)([O-])[O-].[Na+].[Na+].CI.[C:23]([O:26][CH2:27]C)(=[O:25])[CH3:24]. Product: [CH3:15][O:1][C:2]1[CH:3]=[C:4]([N+:12]([O-:14])=[O:13])[C:5]([CH3:6])=[C:24]([CH:10]=1)[C:23]([O:26][CH3:27])=[O:25]. The catalyst class is: 18.